From a dataset of NCI-60 drug combinations with 297,098 pairs across 59 cell lines. Regression. Given two drug SMILES strings and cell line genomic features, predict the synergy score measuring deviation from expected non-interaction effect. (1) Drug 1: CCC1(CC2CC(C3=C(CCN(C2)C1)C4=CC=CC=C4N3)(C5=C(C=C6C(=C5)C78CCN9C7C(C=CC9)(C(C(C8N6C)(C(=O)OC)O)OC(=O)C)CC)OC)C(=O)OC)O.OS(=O)(=O)O. Synergy scores: CSS=2.17, Synergy_ZIP=-4.08, Synergy_Bliss=-1.39, Synergy_Loewe=-21.1, Synergy_HSA=-2.38. Drug 2: CC(C)NC(=O)C1=CC=C(C=C1)CNNC.Cl. Cell line: NCI-H322M. (2) Drug 1: C1CC(=O)NC(=O)C1N2CC3=C(C2=O)C=CC=C3N. Drug 2: CC1CCC2CC(C(=CC=CC=CC(CC(C(=O)C(C(C(=CC(C(=O)CC(OC(=O)C3CCCCN3C(=O)C(=O)C1(O2)O)C(C)CC4CCC(C(C4)OC)O)C)C)O)OC)C)C)C)OC. Cell line: OVCAR3. Synergy scores: CSS=9.73, Synergy_ZIP=-8.98, Synergy_Bliss=-9.24, Synergy_Loewe=-24.9, Synergy_HSA=-7.66. (3) Drug 1: C1CC(=O)NC(=O)C1N2CC3=C(C2=O)C=CC=C3N. Drug 2: CC(C1=C(C=CC(=C1Cl)F)Cl)OC2=C(N=CC(=C2)C3=CN(N=C3)C4CCNCC4)N. Cell line: CAKI-1. Synergy scores: CSS=9.93, Synergy_ZIP=-6.77, Synergy_Bliss=-4.48, Synergy_Loewe=-2.11, Synergy_HSA=-2.22. (4) Drug 1: C1CCC(C1)C(CC#N)N2C=C(C=N2)C3=C4C=CNC4=NC=N3. Drug 2: CC(C)(C#N)C1=CC(=CC(=C1)CN2C=NC=N2)C(C)(C)C#N. Cell line: MOLT-4. Synergy scores: CSS=4.96, Synergy_ZIP=-0.500, Synergy_Bliss=0.380, Synergy_Loewe=0.228, Synergy_HSA=-0.0642.